Task: Predict which catalyst facilitates the given reaction.. Dataset: Catalyst prediction with 721,799 reactions and 888 catalyst types from USPTO (1) Reactant: [C:1]([O:5][C:6]([N:8]([CH2:10][C:11]([OH:13])=O)[CH3:9])=[O:7])([CH3:4])([CH3:3])[CH3:2].C(N(C(C)C)CC)(C)C.CN(C(ON1N=NC2C=CC=CC1=2)=[N+](C)C)C.F[P-](F)(F)(F)(F)F.[CH2:47]([O:49][C:50](=[O:54])[CH2:51][NH:52][CH3:53])[CH3:48]. Product: [CH2:47]([O:49][C:50](=[O:54])[CH2:51][N:52]([C:11](=[O:13])[CH2:10][N:8]([C:6]([O:5][C:1]([CH3:2])([CH3:3])[CH3:4])=[O:7])[CH3:9])[CH3:53])[CH3:48]. The catalyst class is: 554. (2) Reactant: C(N(C(C)C)CC)(C)C.Cl[C:11]([O:13][CH2:14][CH3:15])=[O:12].[NH2:16][CH:17]([CH2:31][C:32]1([F:37])[CH2:36][CH2:35][CH2:34][CH2:33]1)[C:18]([NH:20][C:21]1([CH:26]([C:28](=[O:30])[NH2:29])[OH:27])[CH2:24][CH:23]([F:25])[CH2:22]1)=[O:19].C([O-])(O)=O.[Na+]. Product: [CH2:14]([O:13][C:11](=[O:12])[NH:16][CH:17]([C:18](=[O:19])[NH:20][C:21]1([CH:26]([C:28](=[O:30])[NH2:29])[OH:27])[CH2:22][CH:23]([F:25])[CH2:24]1)[CH2:31][C:32]1([F:37])[CH2:36][CH2:35][CH2:34][CH2:33]1)[CH3:15]. The catalyst class is: 85. (3) Reactant: [NH2:1][C:2]1[CH:3]=[C:4]([Cl:14])[C:5]2[NH:9][C:8]([CH:10]([F:12])[F:11])=[N:7][C:6]=2[CH:13]=1.[Cl:15][C:16]1[N:21]=[C:20](Cl)[N:19]=[C:18]([N:23]2[CH2:28][CH2:27][O:26][CH2:25][CH2:24]2)[N:17]=1.C(=O)([O-])[O-].[K+].[K+]. Product: [NH2:1][C:2]1[CH:3]=[C:4]([Cl:14])[C:5]2[N:9]=[C:8]([CH:10]([F:11])[F:12])[N:7]([C:20]3[N:21]=[C:16]([Cl:15])[N:17]=[C:18]([N:23]4[CH2:24][CH2:25][O:26][CH2:27][CH2:28]4)[N:19]=3)[C:6]=2[CH:13]=1. The catalyst class is: 21. (4) Reactant: [NH:1]1[C:5]2[CH:6]=[CH:7][CH:8]=[CH:9][C:4]=2[NH:3][C:2]1=[C:10]([C:20]([C:22]1[CH:27]=[CH:26][CH:25]=[C:24]([CH:28]([OH:33])[CH2:29][C:30](=[O:32])[CH3:31])[CH:23]=1)=[O:21])[C:11]([C:13]1[CH:18]=[CH:17][CH:16]=[C:15]([F:19])[CH:14]=1)=[O:12].[BH4-].[Na+]. Product: [NH:1]1[C:5]2[CH:6]=[CH:7][CH:8]=[CH:9][C:4]=2[NH:3][C:2]1=[C:10]([C:11]([C:13]1[CH:18]=[CH:17][CH:16]=[C:15]([F:19])[CH:14]=1)=[O:12])[C:20]([C:22]1[CH:27]=[CH:26][CH:25]=[C:24]([CH:28]([OH:33])[CH2:29][CH:30]([OH:32])[CH3:31])[CH:23]=1)=[O:21]. The catalyst class is: 8. (5) Reactant: [Si]([O:8][C@H:9]1[CH2:14][CH2:13][C@H:12]([N:15]2[C:20](=[O:21])[C:19]([CH2:22][C:23]3[CH:28]=[CH:27][C:26]([C:29]4[C:30]([C:35]#[N:36])=[CH:31][CH:32]=[CH:33][CH:34]=4)=[CH:25][CH:24]=3)=[C:18]([CH2:37][CH2:38][CH3:39])[N:17]3[N:40]=[CH:41][C:42]([F:43])=[C:16]23)[CH2:11][CH2:10]1)(C(C)(C)C)(C)C.[F-].C([N+](CCCC)(CCCC)CCCC)CCC.[C:62]([O:65][CH2:66][CH3:67])(=[O:64])[CH3:63].[Cl-].[NH4+]. Product: [CH2:66]([O:65][C:62](=[O:64])[CH2:63][O:8][C@H:9]1[CH2:10][CH2:11][C@H:12]([N:15]2[C:20](=[O:21])[C:19]([CH2:22][C:23]3[CH:28]=[CH:27][C:26]([C:29]4[CH:34]=[CH:33][CH:32]=[CH:31][C:30]=4[C:35]#[N:36])=[CH:25][CH:24]=3)=[C:18]([CH2:37][CH2:38][CH3:39])[N:17]3[N:40]=[CH:41][C:42]([F:43])=[C:16]23)[CH2:13][CH2:14]1)[CH3:67]. The catalyst class is: 7. (6) Reactant: [OH:1][C:2]1[CH:11]=[C:10]2[C:5]([C:6]([CH3:14])=[C:7]([CH3:13])[C:8](=[O:12])[O:9]2)=[CH:4][CH:3]=1.C([O-])([O-])=O.[K+].[K+].Br.Br[CH2:23][C:24]([C:26]1[CH:27]=[N:28][CH:29]=[CH:30][CH:31]=1)=O.[OH-].[Na+]. Product: [CH3:14][C:6]1[C:5]2[C:10](=[CH:11][C:2]3[O:1][CH:23]=[C:24]([C:26]4[CH:27]=[N:28][CH:29]=[CH:30][CH:31]=4)[C:3]=3[CH:4]=2)[O:9][C:8](=[O:12])[C:7]=1[CH3:13]. The catalyst class is: 21. (7) Reactant: [Cl:1][C:2]1[CH:3]=[CH:4][C:5]2[S:9][C:8]([S:10](Cl)(=[O:12])=[O:11])=[C:7]([CH3:14])[C:6]=2[CH:15]=1.[NH2:16][C:17]1[CH:25]=[CH:24][CH:23]=[C:19]([C:20]([OH:22])=[O:21])[C:18]=1[OH:26]. Product: [Cl:1][C:2]1[CH:3]=[CH:4][C:5]2[S:9][C:8]([S:10]([NH:16][C:17]3[C:18]([OH:26])=[C:19]([CH:23]=[CH:24][CH:25]=3)[C:20]([OH:22])=[O:21])(=[O:12])=[O:11])=[C:7]([CH3:14])[C:6]=2[CH:15]=1. The catalyst class is: 127. (8) Reactant: [CH2:1]([O:8][C:9]([NH:11][C@@H:12]1[CH2:17][CH2:16][O:15][CH2:14][C@H:13]1[C:18](OCC)=[O:19])=[O:10])[C:2]1[CH:7]=[CH:6][CH:5]=[CH:4][CH:3]=1.[H-].[H-].[H-].[H-].[Li+].[Al+3]. Product: [OH:19][CH2:18][C@H:13]1[C@H:12]([NH:11][C:9](=[O:10])[O:8][CH2:1][C:2]2[CH:3]=[CH:4][CH:5]=[CH:6][CH:7]=2)[CH2:17][CH2:16][O:15][CH2:14]1. The catalyst class is: 1.